This data is from HIV replication inhibition screening data with 41,000+ compounds from the AIDS Antiviral Screen. The task is: Binary Classification. Given a drug SMILES string, predict its activity (active/inactive) in a high-throughput screening assay against a specified biological target. The compound is Cl.NCCNCCCNC(=O)c1cc(-c2ccccc2)nc2ccccc12. The result is 0 (inactive).